This data is from Catalyst prediction with 721,799 reactions and 888 catalyst types from USPTO. The task is: Predict which catalyst facilitates the given reaction. (1) The catalyst class is: 7. Reactant: II.[Mg].Br[C:5]1[CH:10]=[CH:9][C:8]([C:11]2[CH:16]=[CH:15][CH:14]=[CH:13][CH:12]=2)=[C:7]([F:17])[CH:6]=1.[C:18](=[O:20])=[O:19].Cl. Product: [F:17][C:7]1[CH:6]=[C:5]([C:18]([OH:20])=[O:19])[CH:10]=[CH:9][C:8]=1[C:11]1[CH:16]=[CH:15][CH:14]=[CH:13][CH:12]=1. (2) Reactant: Br[C:2]1[C:3]([O:9][CH3:10])=[N:4][C:5]([Cl:8])=[CH:6][CH:7]=1.CC([O-])(C)C.[Na+].[C:17]([CH2:19][C:20](OC(C)(C)C)=O)#[N:18].CI. Product: [Cl:8][C:5]1[N:4]=[C:3]([O:9][CH3:10])[C:2]([CH:19]([CH3:20])[C:17]#[N:18])=[CH:7][CH:6]=1. The catalyst class is: 258.